This data is from CYP2C19 inhibition data for predicting drug metabolism from PubChem BioAssay. The task is: Regression/Classification. Given a drug SMILES string, predict its absorption, distribution, metabolism, or excretion properties. Task type varies by dataset: regression for continuous measurements (e.g., permeability, clearance, half-life) or binary classification for categorical outcomes (e.g., BBB penetration, CYP inhibition). Dataset: cyp2c19_veith. (1) The molecule is CCCc1nc2ccccc2c(C(=O)OCC(=O)Nc2cccc(S(=O)(=O)N3CCOCC3)c2)c1CC. The result is 1 (inhibitor). (2) The drug is COCc1cc(C)nc(OCC(=O)N/N=C/c2ccc(-c3cccc([N+](=O)[O-])c3)o2)c1C#N. The result is 1 (inhibitor). (3) The compound is Cc1cccc(CCN2CCC(C(=O)c3ccc(NS(C)(=O)=O)cc3)CC2)n1. The result is 1 (inhibitor). (4) The compound is Cc1cc(NC(=O)NC(=O)c2ccc(F)cc2F)n[nH]1. The result is 1 (inhibitor). (5) The compound is O=C(NNC(=O)c1ccccc1O)c1ccc(Cl)cc1. The result is 0 (non-inhibitor).